Task: Predict the product of the given reaction.. Dataset: Forward reaction prediction with 1.9M reactions from USPTO patents (1976-2016) (1) Given the reactants [CH3:1][O:2][C:3]([C:5]1[C:6]([OH:24])=[C:7]2[C:12](=[CH:13][N:14]=1)[N:11]([CH2:15][C:16]1[CH:21]=[CH:20][CH:19]=[CH:18][CH:17]=1)[C:10](=[O:22])[C:9](Br)=[CH:8]2)=[O:4].[C:25]([C:27]1[CH:32]=[CH:31][C:30](B(O)O)=[CH:29][CH:28]=1)#[N:26].[O-]P([O-])([O-])=O.[K+].[K+].[K+].O.COC1C=CC=C(OC)C=1C1C=CC=CC=1P(C1CCCCC1)C1CCCCC1.Cl, predict the reaction product. The product is: [CH3:1][O:2][C:3]([C:5]1[C:6]([OH:24])=[C:7]2[C:12](=[CH:13][N:14]=1)[N:11]([CH2:15][C:16]1[CH:21]=[CH:20][CH:19]=[CH:18][CH:17]=1)[C:10](=[O:22])[C:9]([C:30]1[CH:31]=[CH:32][C:27]([C:25]#[N:26])=[CH:28][CH:29]=1)=[CH:8]2)=[O:4]. (2) Given the reactants [CH2:1]([C:5]1[N:10]=[C:9]([CH2:11][O:12]C)[N:8]([CH2:14][C:15]([CH3:18])([CH3:17])[CH3:16])[C:7](=[O:19])[C:6]=1[CH2:20][C:21]1[CH:26]=[CH:25][C:24]([C:27]2[CH:32]=[CH:31][CH:30]=[CH:29][C:28]=2[C:33]2[NH:37][C:36](=[O:38])[O:35][N:34]=2)=[CH:23][CH:22]=1)[CH2:2][CH2:3][CH3:4].B(Br)(Br)Br.[OH-].[Na+].Cl, predict the reaction product. The product is: [CH2:1]([C:5]1[N:10]=[C:9]([CH2:11][OH:12])[N:8]([CH2:14][C:15]([CH3:17])([CH3:18])[CH3:16])[C:7](=[O:19])[C:6]=1[CH2:20][C:21]1[CH:22]=[CH:23][C:24]([C:27]2[CH:32]=[CH:31][CH:30]=[CH:29][C:28]=2[C:33]2[NH:37][C:36](=[O:38])[O:35][N:34]=2)=[CH:25][CH:26]=1)[CH2:2][CH2:3][CH3:4]. (3) Given the reactants [C:1]([CH2:3][C:4]([NH:6][CH:7]([C:11]1[CH:16]=[CH:15][C:14]([O:17][CH2:18][CH2:19][N:20]([CH2:23][CH3:24])[CH2:21][CH3:22])=[CH:13][CH:12]=1)[CH2:8][CH2:9][CH3:10])=[O:5])#[N:2].[O:25]1CCN(CCOC2C=CC(C(N)CCC)=CC=2)CC1, predict the reaction product. The product is: [C:1]([CH2:3][C:4]([NH:6][CH:7]([C:11]1[CH:12]=[CH:13][C:14]([O:17][CH2:18][CH2:19][N:20]2[CH2:23][CH2:24][O:25][CH2:22][CH2:21]2)=[CH:15][CH:16]=1)[CH2:8][CH2:9][CH3:10])=[O:5])#[N:2]. (4) Given the reactants Cl[C:2]1[CH:7]=[C:6]([C:8]2[N:13]=[C:12]([C:14]3[CH:19]=[CH:18][C:17]([Cl:20])=[C:16]([Cl:21])[CH:15]=3)[CH:11]=[C:10]([C:22]([F:25])([F:24])[F:23])[N:9]=2)[CH:5]=[CH:4][N:3]=1.[C:26]([NH:30][S:31]([C:34]1[S:35][C:36](B2OC(C)(C)C(C)(C)O2)=[CH:37][CH:38]=1)(=[O:33])=[O:32])([CH3:29])([CH3:28])[CH3:27], predict the reaction product. The product is: [C:26]([NH:30][S:31]([C:34]1[S:35][C:36]([C:2]2[CH:7]=[C:6]([C:8]3[N:13]=[C:12]([C:14]4[CH:19]=[CH:18][C:17]([Cl:20])=[C:16]([Cl:21])[CH:15]=4)[CH:11]=[C:10]([C:22]([F:23])([F:25])[F:24])[N:9]=3)[CH:5]=[CH:4][N:3]=2)=[CH:37][CH:38]=1)(=[O:32])=[O:33])([CH3:29])([CH3:27])[CH3:28]. (5) Given the reactants [C:1]1([O:7][CH3:8])[CH:6]=[CH:5][CH:4]=[CH:3][CH:2]=1.N[C@H:10](C(O)=O)[CH2:11][SH:12], predict the reaction product. The product is: [CH3:8][O:7][C:1]1[CH:6]=[CH:5][C:4]([CH2:10][CH2:11][SH:12])=[CH:3][CH:2]=1.